Regression. Given a peptide amino acid sequence and an MHC pseudo amino acid sequence, predict their binding affinity value. This is MHC class I binding data. From a dataset of Peptide-MHC class I binding affinity with 185,985 pairs from IEDB/IMGT. The peptide sequence is GYGAGVAGALV. The MHC is Patr-A0901 with pseudo-sequence Patr-A0901. The binding affinity (normalized) is 0.0666.